Dataset: Full USPTO retrosynthesis dataset with 1.9M reactions from patents (1976-2016). Task: Predict the reactants needed to synthesize the given product. (1) Given the product [SH:1][CH2:2][C:3]1[N:4]=[C:5]([CH3:13])[O:6][C:7]=1[CH:8]=[O:9], predict the reactants needed to synthesize it. The reactants are: [SH:1][CH2:2][C:3]1[N:4]=[C:5]([CH3:13])[O:6][C:7]=1[C:8](OCC)=[O:9]. (2) Given the product [ClH:1].[O:19]1[CH:20]=[CH:21][C:17]([CH2:16][N:13]2[CH:6]=[C:5]([CH2:4][CH2:3][CH2:2][C:7]3[N:8]=[C:9]([NH2:12])[NH:10][CH:11]=3)[N:15]=[N:14]2)=[CH:18]1, predict the reactants needed to synthesize it. The reactants are: [ClH:1].[CH2:2]([C:7]1[N:8]=[C:9]([NH2:12])[NH:10][CH:11]=1)[CH2:3][CH2:4][C:5]#[CH:6].[N:13]([CH2:16][C:17]1[CH:21]=[CH:20][O:19][CH:18]=1)=[N+:14]=[N-:15]. (3) Given the product [CH3:1][CH:2]([CH3:16])[CH2:3][C:4]([C:6]1[C:10]([C:11]([O:13][CH2:14][CH3:15])=[O:12])=[N:9][N:8]([CH2:27][C:17]2[C:26]3[C:21](=[CH:22][CH:23]=[CH:24][CH:25]=3)[CH:20]=[CH:19][CH:18]=2)[CH:7]=1)=[O:5], predict the reactants needed to synthesize it. The reactants are: [CH3:1][CH:2]([CH3:16])[CH2:3][C:4]([C:6]1[CH:7]=[N:8][NH:9][C:10]=1[C:11]([O:13][CH2:14][CH3:15])=[O:12])=[O:5].[C:17]1([CH2:27]Cl)[C:26]2[C:21](=[CH:22][CH:23]=[CH:24][CH:25]=2)[CH:20]=[CH:19][CH:18]=1.C(=O)([O-])[O-].[Cs+].[Cs+].Cl.